Dataset: Full USPTO retrosynthesis dataset with 1.9M reactions from patents (1976-2016). Task: Predict the reactants needed to synthesize the given product. (1) Given the product [OH:4][CH2:5][CH2:6][CH2:7][CH2:8][CH2:9][CH2:10][CH2:11][CH2:12][O:13][C:14]1[CH:19]=[CH:18][N:17]=[C:16]([S:20][CH2:23][C:24]2[NH:28][C:27]3[CH:29]=[CH:30][CH:31]=[CH:32][C:26]=3[N:25]=2)[C:15]=1[CH3:21], predict the reactants needed to synthesize it. The reactants are: C([O:4][CH2:5][CH2:6][CH2:7][CH2:8][CH2:9][CH2:10][CH2:11][CH2:12][O:13][C:14]1[CH:19]=[CH:18][NH:17][C:16](=[S:20])[C:15]=1[CH3:21])(=O)C.Cl[CH2:23][C:24]1[NH:25][C:26]2[CH:32]=[CH:31][CH:30]=[CH:29][C:27]=2[N:28]=1.[OH-].[Na+]. (2) Given the product [Cl:1][C:2]1[CH:10]=[C:9]2[NH:8][C:7](=[O:19])[C:6]3([CH:20]([C:21]4[CH:26]=[CH:25][CH:24]=[C:23]([Cl:27])[CH:22]=4)[CH2:34][C:33](=[O:35])[NH:32][CH:31]3[C:28]([CH3:30])=[CH2:29])[C:5]2=[CH:4][CH:3]=1.[CH3:11][O:12][CH:13]([Si:36]([CH3:37])([CH3:38])[CH3:39])[CH3:14], predict the reactants needed to synthesize it. The reactants are: [Cl:1][C:2]1[CH:10]=[C:9]2[C:5](/[C:6](=[CH:20]/[C:21]3[CH:26]=[CH:25][CH:24]=[C:23]([Cl:27])[CH:22]=3)/[C:7](=[O:19])[N:8]2[CH2:11][O:12][CH2:13][CH2:14][Si](C)(C)C)=[CH:4][CH:3]=1.[C:28]([CH:31]=[N:32][C:33]([O:35][Si:36]([CH3:39])([CH3:38])[CH3:37])=[CH2:34])([CH3:30])=[CH2:29].